Dataset: Full USPTO retrosynthesis dataset with 1.9M reactions from patents (1976-2016). Task: Predict the reactants needed to synthesize the given product. Given the product [CH2:11]([O:10][C:7]1[CH:6]=[C:3]2[C:2](=[CH:9][CH:8]=1)[N:1]=[C:23]([NH2:24])[C:22]([CH2:21][C:16]1[CH:17]=[CH:18][CH:19]=[CH:20][C:15]=1[O:14][CH3:13])=[CH:4]2)[CH3:12], predict the reactants needed to synthesize it. The reactants are: [NH2:1][C:2]1[CH:9]=[CH:8][C:7]([O:10][CH2:11][CH3:12])=[CH:6][C:3]=1[CH:4]=O.[CH3:13][O:14][C:15]1[CH:20]=[CH:19][CH:18]=[CH:17][C:16]=1[CH2:21][CH2:22][C:23]#[N:24].